Predict the reaction yield, written as a fraction of the theoretical maximum amount of product (1.0 means a 100% yield; for example, 0.34 means a 34% yield). From a dataset of Reaction yield outcomes from USPTO patents with 853,638 reactions. (1) The reactants are [Br:1][C:2]1[C:3]([F:12])=[CH:4][C:5]([OH:11])=[C:6]([C:8](=[O:10])[CH3:9])[CH:7]=1.[CH:13](=O)[C:14]1[CH:19]=[CH:18][CH:17]=[CH:16][CH:15]=1.[OH-].[Na+]. The catalyst is CCO. The product is [Br:1][C:2]1[C:3]([F:12])=[CH:4][C:5]([OH:11])=[C:6]([C:8](=[O:10])[CH:9]=[CH:13][C:14]2[CH:19]=[CH:18][CH:17]=[CH:16][CH:15]=2)[CH:7]=1. The yield is 0.910. (2) The reactants are [CH3:1][C:2]1[CH:3]=[N:4][CH:5]=[C:6]([CH:11]=1)[C:7]([O:9][CH3:10])=[O:8].[Br:12]N1C(=O)CCC1=O. The catalyst is C(Cl)(Cl)(Cl)Cl.C(OOC(=O)C1C=CC=CC=1)(=O)C1C=CC=CC=1. The product is [Br:12][CH2:1][C:2]1[CH:3]=[N:4][CH:5]=[C:6]([CH:11]=1)[C:7]([O:9][CH3:10])=[O:8]. The yield is 0.510. (3) The reactants are [C:1]([O:5][C:6]([N:8]1[CH2:12][C:11](=O)[CH:10]2[O:14][CH2:15][C:16]([O:19][CH3:20])([O:17][CH3:18])[CH:9]12)=[O:7])([CH3:4])([CH3:3])[CH3:2].B1C2CCCC1CCC2.C1C[O:33][CH2:32]C1. No catalyst specified. The product is [C:1]([O:5][C:6]([N:8]1[CH2:12][CH:11]([CH2:32][OH:33])[CH:10]2[O:14][CH2:15][C:16]([O:17][CH3:18])([O:19][CH3:20])[CH:9]12)=[O:7])([CH3:3])([CH3:2])[CH3:4]. The yield is 0.860. (4) The reactants are [F:1][C:2]1[CH:3]=[C:4]([OH:8])[CH:5]=[CH:6][CH:7]=1.F[C:10]1[CH:11]=[C:12]([CH:15]=[CH:16][CH:17]=1)[C:13]#[N:14].CC(C)([O-])C.[K+].C(OCC)(=O)C. The catalyst is CS(C)=O.O. The product is [F:1][C:2]1[CH:3]=[C:4]([CH:5]=[CH:6][CH:7]=1)[O:8][C:10]1[CH:11]=[C:12]([CH:15]=[CH:16][CH:17]=1)[C:13]#[N:14]. The yield is 0.330. (5) The reactants are [C:1]([O:5][C:6]([N:8]1[CH2:13][CH2:12][N:11]([C:14]2[C:15]3[CH:23]=[CH:22][CH:21]=[N:20][C:16]=3[N:17]=[CH:18][N:19]=2)[CH2:10][CH2:9]1)=[O:7])([CH3:4])([CH3:3])[CH3:2]. The catalyst is CO.C(O)(C(F)(F)F)=O.O=[Pt]=O. The product is [C:1]([O:5][C:6]([N:8]1[CH2:9][CH2:10][N:11]([C:14]2[C:15]3[CH2:23][CH2:22][CH2:21][NH:20][C:16]=3[N:17]=[CH:18][N:19]=2)[CH2:12][CH2:13]1)=[O:7])([CH3:4])([CH3:2])[CH3:3]. The yield is 0.620. (6) The reactants are O1CCOCC1.C(=O)([O-])[O-].[Na+].[Na+].Br[C:14]1[N:15]=[C:16]([NH:22][C:23]2[CH:28]=[CH:27][C:26]([CH:29]3[C:34](=[O:35])[NH:33][CH2:32][CH2:31][N:30]3[CH2:36][CH3:37])=[CH:25][CH:24]=2)[C:17](=[O:21])[N:18]([CH3:20])[CH:19]=1.[F:38][C:39]1[C:44]([NH:45][C:46]([C:48]2[S:52][C:51]3[CH2:53][CH2:54][CH2:55][CH2:56][C:50]=3[CH:49]=2)=[O:47])=[C:43]([CH3:57])[C:42](B2OC(C)(C)C(C)(C)O2)=[CH:41][CH:40]=1. The catalyst is O. The product is [CH2:36]([N:30]1[CH2:31][CH2:32][NH:33][C:34](=[O:35])[CH:29]1[C:26]1[CH:27]=[CH:28][C:23]([NH:22][C:16]2[C:17](=[O:21])[N:18]([CH3:20])[CH:19]=[C:14]([C:42]3[C:43]([CH3:57])=[C:44]([NH:45][C:46]([C:48]4[S:52][C:51]5[CH2:53][CH2:54][CH2:55][CH2:56][C:50]=5[CH:49]=4)=[O:47])[C:39]([F:38])=[CH:40][CH:41]=3)[N:15]=2)=[CH:24][CH:25]=1)[CH3:37]. The yield is 0.410. (7) The reactants are [Cl:1][C:2]1[CH:3]=[N:4][C:5]2[C:10]([C:11]=1[CH:12](C(OC)=O)[C:13]([O:15][CH3:16])=[O:14])=[N:9][C:8]([O:21][CH3:22])=[CH:7][CH:6]=2.[Cl-].[Li+].O.C(OCC)(=O)C. The catalyst is CS(C)=O. The product is [Cl:1][C:2]1[CH:3]=[N:4][C:5]2[C:10]([C:11]=1[CH2:12][C:13]([O:15][CH3:16])=[O:14])=[N:9][C:8]([O:21][CH3:22])=[CH:7][CH:6]=2. The yield is 0.940. (8) The reactants are Br[CH:2]([CH:16]1[CH2:18][CH2:17]1)[C:3]([C:5]1[CH:6]=[C:7]([CH:12]=[CH:13][C:14]=1[CH3:15])[C:8]([O:10][CH3:11])=[O:9])=[O:4].Cl.[CH3:20][O:21][CH2:22][C:23](=[NH:25])[NH2:24].C(=O)([O-])[O-].[K+].[K+].CN(C)C=O. The catalyst is C(OCC)(=O)C. The product is [CH:16]1([C:2]2[N:24]=[C:23]([CH2:22][O:21][CH3:20])[NH:25][C:3]=2[C:5]2[CH:6]=[C:7]([CH:12]=[CH:13][C:14]=2[CH3:15])[C:8]([O:10][CH3:11])=[O:9])[CH2:18][CH2:17]1.[CH:16]1([C:2]2[N:24]=[C:23]([CH2:22][O:21][CH3:20])[O:4][C:3]=2[C:5]2[CH:6]=[C:7]([CH:12]=[CH:13][C:14]=2[CH3:15])[C:8]([O:10][CH3:11])=[O:9])[CH2:18][CH2:17]1. The yield is 0.210.